From a dataset of Full USPTO retrosynthesis dataset with 1.9M reactions from patents (1976-2016). Predict the reactants needed to synthesize the given product. (1) Given the product [C:1]([OH:8])(=[O:7])/[CH:2]=[CH:3]/[C:4]([OH:6])=[O:5].[CH2:48]([N:11]([CH2:9][CH3:10])[CH2:12][CH2:13][N:14]([CH2:32][CH2:33][NH:34][CH2:35][CH2:36][C:37]1[C:45]2[S:44][C:43](=[O:46])[NH:42][C:41]=2[C:40]([OH:47])=[CH:39][CH:38]=1)[C:15](=[O:31])[CH2:16][CH2:17][O:18][CH2:19][CH2:20][C:21]1[C:30]2[C:25](=[CH:26][CH:27]=[CH:28][CH:29]=2)[CH:24]=[CH:23][CH:22]=1)[CH3:49], predict the reactants needed to synthesize it. The reactants are: [C:1]([OH:8])(=[O:7])/[CH:2]=[CH:3]/[C:4]([OH:6])=[O:5].[CH2:9]([N:11]([CH2:48][CH3:49])[CH2:12][CH2:13][N:14]([CH2:32][CH2:33][NH:34][CH2:35][CH2:36][C:37]1[C:45]2[S:44][C:43](=[O:46])[NH:42][C:41]=2[C:40]([OH:47])=[CH:39][CH:38]=1)[C:15](=[O:31])[CH2:16][CH2:17][O:18][CH2:19][CH2:20][C:21]1[C:30]2[C:25](=[CH:26][CH:27]=[CH:28][CH:29]=2)[CH:24]=[CH:23][CH:22]=1)[CH3:10]. (2) Given the product [Cl:13][C:10]1[C:9]2[C:4](=[CH:5][C:6]([F:14])=[CH:7][CH:8]=2)[N:3]=[C:2]([N:19]2[CH2:20][C:16]([CH3:22])([CH3:15])[CH2:17][C:18]2=[O:21])[C:11]=1[CH3:12], predict the reactants needed to synthesize it. The reactants are: Cl[C:2]1[C:11]([CH3:12])=[C:10]([Cl:13])[C:9]2[C:4](=[CH:5][C:6]([F:14])=[CH:7][CH:8]=2)[N:3]=1.[CH3:15][C:16]1([CH3:22])[CH2:20][NH:19][C:18](=[O:21])[CH2:17]1.C(=O)([O-])[O-].[Cs+].[Cs+].CC1(C)C2C(=C(P(C3C=CC=CC=3)C3C=CC=CC=3)C=CC=2)OC2C(P(C3C=CC=CC=3)C3C=CC=CC=3)=CC=CC1=2. (3) Given the product [F:15][C:7]1[CH:6]=[C:5]([C@@H:3]([OH:4])[CH2:2][C:16]#[N:17])[CH:10]=[CH:9][C:8]=1[C:11]([F:14])([F:13])[F:12], predict the reactants needed to synthesize it. The reactants are: Br[CH2:2][C@@H:3]([C:5]1[CH:10]=[CH:9][C:8]([C:11]([F:14])([F:13])[F:12])=[C:7]([F:15])[CH:6]=1)[OH:4].[C-:16]#[N:17].[Na+]. (4) Given the product [Br:72][C:73]1[CH:74]=[CH:75][C:76]([O:84][CH3:85])=[C:77](/[CH:79]=[CH:2]/[C:3]([NH:38][CH2:71][CH2:69][N:66]2[CH2:63][CH2:65][C:15]([CH2:16][C:56]3[CH:57]=[CH:58][C:59]([F:62])=[CH:60][CH:61]=3)([OH:17])[CH2:68][CH2:67]2)=[O:4])[CH:78]=1, predict the reactants needed to synthesize it. The reactants are: N[CH2:2][CH2:3][OH:4].C(O[BH-](O[C:15](=[O:17])[CH3:16])OC(=O)C)(=O)C.[Na+].C1(P(C2C=CC=CC=2)C2C=CC=CC=2)C=CC=CC=1.[NH:38]1C=CN=C1.II.C(OC1(C[C:56]2[CH:61]=[CH:60][C:59]([F:62])=[CH:58][CH:57]=2)CCNCC1)(=O)C.[CH:63]([N:66]([CH:69]([CH3:71])C)[CH2:67][CH3:68])([CH3:65])C.[Br:72][C:73]1[CH:74]=[CH:75][C:76]([O:84][CH3:85])=[C:77](/[CH:79]=C/C(O)=O)[CH:78]=1.F[B-](F)(F)F.N1(OC(N(C)C)=[N+](C)C)C2C=CC=CC=2N=N1.